Task: Predict which catalyst facilitates the given reaction.. Dataset: Catalyst prediction with 721,799 reactions and 888 catalyst types from USPTO Reactant: C(NC(C)C)(C)C.[Li]CCCC.CCCCCC.[F:19][C:20]1[CH:25]=[CH:24][C:23]([C:26]2[S:27][CH:28]=[CH:29][N:30]=2)=[CH:22][CH:21]=1.[C:31]([C:34]1[CH:39]=[CH:38][N:37]=[CH:36][CH:35]=1)(=[O:33])[CH3:32]. Product: [F:19][C:20]1[CH:21]=[CH:22][C:23]([C:26]2[S:27][C:28]([C:31]([C:34]3[CH:39]=[CH:38][N:37]=[CH:36][CH:35]=3)([OH:33])[CH3:32])=[CH:29][N:30]=2)=[CH:24][CH:25]=1. The catalyst class is: 1.